Dataset: Retrosynthesis with 50K atom-mapped reactions and 10 reaction types from USPTO. Task: Predict the reactants needed to synthesize the given product. Given the product CC1(C)C(C(=O)Nc2ccccc2)C1(C)C, predict the reactants needed to synthesize it. The reactants are: CC1(C)C(C(=O)Cl)C1(C)C.Nc1ccccc1.